From a dataset of Catalyst prediction with 721,799 reactions and 888 catalyst types from USPTO. Predict which catalyst facilitates the given reaction. (1) Product: [F:1][C:2]1[C:7]([CH3:8])=[C:6]([OH:9])[CH:5]=[CH:4][C:3]=1[C:16]1[CH:21]=[CH:20][N:19]([CH2:22][CH2:23][C@@:24]([CH3:39])([S:35]([CH3:38])(=[O:36])=[O:37])[C:25]([NH:27][OH:28])=[O:26])[C:18](=[O:40])[CH:17]=1. Reactant: [F:1][C:2]1[C:7]([CH3:8])=[C:6]([O:9]C2CCCCO2)[CH:5]=[CH:4][C:3]=1[C:16]1[CH:21]=[CH:20][N:19]([CH2:22][CH2:23][C@@:24]([CH3:39])([S:35]([CH3:38])(=[O:37])=[O:36])[C:25]([NH:27][O:28]C2CCCCO2)=[O:26])[C:18](=[O:40])[CH:17]=1.Cl.O. The catalyst class is: 169. (2) Product: [CH3:34][O:33][C:32]1[CH:28]=[N:29][NH:30][C:31]=1[C:3]1[CH:4]=[C:5]([CH:10]=[CH:11][C:2]=1[CH3:1])[C:6]([O:8][CH3:9])=[O:7]. The catalyst class is: 800. Reactant: [CH3:1][C:2]1[CH:11]=[CH:10][C:5]([C:6]([O:8][CH3:9])=[O:7])=[CH:4][C:3]=1B1OC(C)(C)C(C)(C)O1.C(=O)([O-])[O-].[K+].[K+].I[C:28]1[C:32]([O:33][CH3:34])=[CH:31][NH:30][N:29]=1.